Task: Predict the reactants needed to synthesize the given product.. Dataset: Full USPTO retrosynthesis dataset with 1.9M reactions from patents (1976-2016) The reactants are: [CH3:1][O:2][CH2:3][CH2:4][CH2:5][C:6]#[N:7].[NH2:8][OH:9]. Given the product [OH:9]/[N:8]=[C:6](\[NH2:7])/[CH2:5][CH2:4][CH2:3][O:2][CH3:1], predict the reactants needed to synthesize it.